This data is from Peptide-MHC class II binding affinity with 134,281 pairs from IEDB. The task is: Regression. Given a peptide amino acid sequence and an MHC pseudo amino acid sequence, predict their binding affinity value. This is MHC class II binding data. (1) The peptide sequence is SNLLRAIEAQQHLLQLTVWGIKQL. The MHC is HLA-DQA10301-DQB10301 with pseudo-sequence HLA-DQA10301-DQB10301. The binding affinity (normalized) is 0.354. (2) The peptide sequence is STGGAYDTYKCIPSL. The MHC is HLA-DPA10201-DPB10501 with pseudo-sequence HLA-DPA10201-DPB10501. The binding affinity (normalized) is 0.0908.